From a dataset of Reaction yield outcomes from USPTO patents with 853,638 reactions. Predict the reaction yield, written as a fraction of the theoretical maximum amount of product (1.0 means a 100% yield; for example, 0.34 means a 34% yield). (1) The reactants are CC1(C)[O:9][C:8](=[O:10])[C:5]2([CH2:7][CH2:6]2)[C:4](=[O:11])O1.[F:13][C:14]([F:24])([F:23])[O:15][C:16]1[CH:22]=[CH:21][C:19]([NH2:20])=[CH:18][CH:17]=1. The catalyst is C(O)C. The product is [O:11]=[C:4]1[CH:5]([C:8]([OH:9])=[O:10])[CH2:7][CH2:6][N:20]1[C:19]1[CH:21]=[CH:22][C:16]([O:15][C:14]([F:13])([F:23])[F:24])=[CH:17][CH:18]=1. The yield is 0.820. (2) The reactants are C(N(CC)CC)C.[OH:8][C:9]1[CH:14]=[CH:13][C:12]([S:15](Cl)(=[O:17])=[O:16])=[CH:11][CH:10]=1.Cl.Cl.[NH2:21][CH2:22][CH:23]([N:28]1[CH2:33][CH2:32][N:31]([C:34]([O:36][CH2:37][C:38]2[CH:43]=[CH:42][CH:41]=[CH:40][CH:39]=2)=[O:35])[CH2:30][CH2:29]1)[C:24]([O:26][CH3:27])=[O:25].O. The catalyst is ClCCl. The product is [OH:8][C:9]1[CH:14]=[CH:13][C:12]([S:15]([NH:21][CH2:22][CH:23]([N:28]2[CH2:29][CH2:30][N:31]([C:34]([O:36][CH2:37][C:38]3[CH:43]=[CH:42][CH:41]=[CH:40][CH:39]=3)=[O:35])[CH2:32][CH2:33]2)[C:24]([O:26][CH3:27])=[O:25])(=[O:17])=[O:16])=[CH:11][CH:10]=1. The yield is 0.460. (3) The reactants are [CH3:1][O:2][C:3](=[O:15])[C:4]1[CH:9]=[C:8]([F:10])[CH:7]=[C:6]([N+:11]([O-:13])=[O:12])[C:5]=1[CH3:14].[Br:16]N1C(=O)CCC1=O.C1(=O)NC(=O)CC1. The catalyst is C(Cl)(Cl)(Cl)Cl.C(OOC(=O)C1C=CC=CC=1)(=O)C1C=CC=CC=1. The product is [CH3:1][O:2][C:3](=[O:15])[C:4]1[CH:9]=[C:8]([F:10])[CH:7]=[C:6]([N+:11]([O-:13])=[O:12])[C:5]=1[CH2:14][Br:16]. The yield is 0.759. (4) The reactants are C(O)(=O)C.[O:5]=[CH:6][CH2:7][CH2:8][C:9]1[CH:14]=[CH:13][C:12]([CH2:15][C:16]([O:18][CH3:19])=[O:17])=[CH:11][CH:10]=1.[CH2:20]([Mg]Cl)[C:21]1[CH:26]=[CH:25][CH:24]=[CH:23][CH:22]=1.CC(OC)(C)C. The catalyst is C1COCC1. The product is [OH:5][CH:6]([CH2:20][C:21]1[CH:26]=[CH:25][CH:24]=[CH:23][CH:22]=1)[CH2:7][CH2:8][C:9]1[CH:14]=[CH:13][C:12]([CH2:15][C:16]([O:18][CH3:19])=[O:17])=[CH:11][CH:10]=1. The yield is 0.100.